From a dataset of Reaction yield outcomes from USPTO patents with 853,638 reactions. Predict the reaction yield, written as a fraction of the theoretical maximum amount of product (1.0 means a 100% yield; for example, 0.34 means a 34% yield). (1) The reactants are [Br:1][C:2]1[CH:3]=[C:4]([CH:17]=[CH:18][CH:19]=1)[CH2:5][O:6][C:7]1[CH:12]=[CH:11][C:10]([C@@H:13]2[CH2:15][C@H:14]2[NH2:16])=[CH:9][CH:8]=1.[CH:20]1([CH2:26][CH:27]=O)[CH2:25][CH2:24][CH2:23][CH2:22][CH2:21]1.[BH4-].[Na+]. The catalyst is ClCCCl. The product is [Br:1][C:2]1[CH:3]=[C:4]([CH:17]=[CH:18][CH:19]=1)[CH2:5][O:6][C:7]1[CH:8]=[CH:9][C:10]([C@@H:13]2[CH2:15][C@H:14]2[NH:16][CH2:27][CH2:26][CH:20]2[CH2:25][CH2:24][CH2:23][CH2:22][CH2:21]2)=[CH:11][CH:12]=1. The yield is 0.210. (2) The product is [N:1]1([C:19]([O:18][C:15]([CH3:17])([CH3:16])[CH3:14])=[O:20])[C:9]2[CH:8]=[CH:7][CH:6]=[C:5]([C:10]([O:12][CH3:13])=[O:11])[C:4]=2[CH2:3][CH2:2]1. The yield is 0.230. The reactants are [NH:1]1[C:9]2[CH:8]=[CH:7][CH:6]=[C:5]([C:10]([O:12][CH3:13])=[O:11])[C:4]=2[CH2:3][CH2:2]1.[CH3:14][C:15]([O:18][C:19](O[C:19]([O:18][C:15]([CH3:17])([CH3:16])[CH3:14])=[O:20])=[O:20])([CH3:17])[CH3:16]. The catalyst is C(#N)C.CN(C1C=CN=CC=1)C. (3) The reactants are [Br:1][C:2]1[CH:7]=[CH:6][C:5]([C@@H:8]([N:10]2[CH2:15][CH2:14][C@:13]([CH2:23][CH:24]([CH3:27])[C:25]#[N:26])([C:16]3[CH:21]=[CH:20][C:19]([F:22])=[CH:18][CH:17]=3)[O:12][C:11]2=[O:28])[CH3:9])=[CH:4][CH:3]=1.CI.[Li+].[CH3:32][Si]([N-][Si](C)(C)C)(C)C. The catalyst is C1COCC1. The product is [Br:1][C:2]1[CH:7]=[CH:6][C:5]([C@@H:8]([N:10]2[CH2:15][CH2:14][C@:13]([CH2:23][C:24]([CH3:32])([CH3:27])[C:25]#[N:26])([C:16]3[CH:21]=[CH:20][C:19]([F:22])=[CH:18][CH:17]=3)[O:12][C:11]2=[O:28])[CH3:9])=[CH:4][CH:3]=1. The yield is 0.740. (4) The reactants are C=O.[F:3][C:4]([F:37])([F:36])[C:5]1[N:9]2[N:10]=[C:11]([N:14]3[CH2:19][CH2:18][N:17]([C:20]4[CH:35]=[CH:34][C:23]([O:24][CH2:25][CH2:26][N:27]5[CH2:32][CH2:31][NH:30][CH2:29][C:28]5=[O:33])=[CH:22][CH:21]=4)[CH2:16][CH2:15]3)[CH:12]=[CH:13][C:8]2=[N:7][N:6]=1.[C:38](O)(=O)C.[Na]. The catalyst is C1COCC1.CO.C(Cl)Cl. The product is [CH3:38][N:30]1[CH2:31][CH2:32][N:27]([CH2:26][CH2:25][O:24][C:23]2[CH:34]=[CH:35][C:20]([N:17]3[CH2:16][CH2:15][N:14]([C:11]4[CH:12]=[CH:13][C:8]5[N:9]([C:5]([C:4]([F:3])([F:36])[F:37])=[N:6][N:7]=5)[N:10]=4)[CH2:19][CH2:18]3)=[CH:21][CH:22]=2)[C:28](=[O:33])[CH2:29]1. The yield is 0.500. (5) The reactants are [NH2:1][C:2]1[CH:7]=[CH:6][CH:5]=[CH:4][CH:3]=1.[CH3:8][O:9][C:10]1[CH:11]=[C:12]([CH:16]=[CH:17][CH:18]=1)[C:13](Cl)=[O:14]. The catalyst is C(N(CC)CC)C.C(Cl)Cl.C(=O)(O)[O-].[Na+]. The product is [CH3:8][O:9][C:10]1[CH:11]=[C:12]([CH:16]=[CH:17][CH:18]=1)[C:13]([NH:1][C:2]1[CH:7]=[CH:6][CH:5]=[CH:4][CH:3]=1)=[O:14]. The yield is 0.950. (6) The reactants are [Cl:1][C:2]1[N:7]=[CH:6][C:5]2[C:8](I)=[N:9][N:10]([C:11]([C:24]3[CH:29]=[CH:28][CH:27]=[CH:26][CH:25]=3)([C:18]3[CH:23]=[CH:22][CH:21]=[CH:20][CH:19]=3)[C:12]3[CH:17]=[CH:16][CH:15]=[CH:14][CH:13]=3)[C:4]=2[CH:3]=1.[CH3:31][C:32]1[CH:37]=[C:36](B(O)O)[CH:35]=[CH:34][N:33]=1.C([O-])([O-])=O.[K+].[K+]. The catalyst is O1CCOCC1.O. The product is [Cl:1][C:2]1[N:7]=[CH:6][C:5]2[C:8]([C:36]3[CH:35]=[CH:34][N:33]=[C:32]([CH3:31])[CH:37]=3)=[N:9][N:10]([C:11]([C:24]3[CH:29]=[CH:28][CH:27]=[CH:26][CH:25]=3)([C:18]3[CH:23]=[CH:22][CH:21]=[CH:20][CH:19]=3)[C:12]3[CH:17]=[CH:16][CH:15]=[CH:14][CH:13]=3)[C:4]=2[CH:3]=1. The yield is 0.440. (7) The reactants are [F:1][C:2]([F:15])([F:14])[C:3]1[CH:8]=[CH:7][C:6]([PH:9](=[O:13])[O:10][CH2:11][CH3:12])=[CH:5][CH:4]=1.Br[C:17]1[CH:22]=[CH:21][C:20]([O:23][CH:24]([CH3:26])[CH3:25])=[C:19]([CH:27]=[CH2:28])[CH:18]=1.C(N(CC)CC)C. The catalyst is CN(C=O)C.C1C=CC(/C=C/C(/C=C/C2C=CC=CC=2)=O)=CC=1.C1C=CC(/C=C/C(/C=C/C2C=CC=CC=2)=O)=CC=1.C1C=CC(/C=C/C(/C=C/C2C=CC=CC=2)=O)=CC=1.[Pd].[Pd]. The product is [F:15][C:2]([F:14])([F:1])[C:3]1[CH:4]=[CH:5][C:6]([P:9]([C:17]2[CH:22]=[CH:21][C:20]([O:23][CH:24]([CH3:25])[CH3:26])=[C:19]([CH:27]=[CH2:28])[CH:18]=2)(=[O:13])[O:10][CH2:11][CH3:12])=[CH:7][CH:8]=1. The yield is 0.0860. (8) The reactants are [F:1][C:2]1[CH:3]=[N:4][C:5]([N:8]2[C:16]3[CH2:15][C@H:14]([CH3:17])[NH:13][CH2:12][C:11]=3[N:10]=[N:9]2)=[N:6][CH:7]=1.CCN(C(C)C)C(C)C.[OH:27][C:28]1[C:36]([C:37]([F:40])([F:39])[F:38])=[CH:35][CH:34]=[CH:33][C:29]=1[C:30](O)=[O:31].CN(C(ON1N=NC2C=CC=NC1=2)=[N+](C)C)C.F[P-](F)(F)(F)(F)F.C([O-])(O)=O.[Na+]. The catalyst is C(Cl)Cl. The product is [F:1][C:2]1[CH:3]=[N:4][C:5]([N:8]2[C:16]3[CH2:15][C@H:14]([CH3:17])[N:13]([C:30]([C:29]4[CH:33]=[CH:34][CH:35]=[C:36]([C:37]([F:38])([F:39])[F:40])[C:28]=4[OH:27])=[O:31])[CH2:12][C:11]=3[N:10]=[N:9]2)=[N:6][CH:7]=1. The yield is 0.130. (9) The reactants are [CH3:1][S:2][CH2:3][C:4]1[CH:12]=[CH:11][C:7]([C:8]([OH:10])=O)=[C:6]([O:13][CH2:14][CH2:15][CH2:16][NH:17][C:18]([O:20][C:21]([CH3:24])([CH3:23])[CH3:22])=[O:19])[CH:5]=1.[NH2:25][C:26]1[C:27]([C:33]([NH:35][C:36]2[CH:41]=[CH:40][C:39]([Cl:42])=[CH:38][N:37]=2)=[O:34])=[N:28][C:29]([CH3:32])=[CH:30][CH:31]=1. No catalyst specified. The product is [CH3:1][S:2][CH2:3][C:4]1[CH:12]=[CH:11][C:7]([C:8]([NH:25][C:26]2[C:27]([C:33]([NH:35][C:36]3[CH:41]=[CH:40][C:39]([Cl:42])=[CH:38][N:37]=3)=[O:34])=[N:28][C:29]([CH3:32])=[CH:30][CH:31]=2)=[O:10])=[C:6]([O:13][CH2:14][CH2:15][CH2:16][NH:17][C:18]([O:20][C:21]([CH3:24])([CH3:23])[CH3:22])=[O:19])[CH:5]=1. The yield is 0.710.